This data is from Full USPTO retrosynthesis dataset with 1.9M reactions from patents (1976-2016). The task is: Predict the reactants needed to synthesize the given product. (1) The reactants are: [O:1]=[S:2]1(=[O:20])[CH2:6][CH2:5][CH:4]([N:7]2[CH2:12][CH2:11][N:10](C(OC(C)(C)C)=O)[CH2:9][CH2:8]2)[CH2:3]1.[ClH:21]. Given the product [ClH:21].[O:20]=[S:2]1(=[O:1])[CH2:6][CH2:5][CH:4]([N:7]2[CH2:12][CH2:11][NH:10][CH2:9][CH2:8]2)[CH2:3]1, predict the reactants needed to synthesize it. (2) Given the product [Cl:22][C:17]1[O:18][C:14]([C:8]2[CH:13]=[CH:12][CH:11]=[CH:10][CH:9]=2)=[CH:15][N:16]=1, predict the reactants needed to synthesize it. The reactants are: C(N(CC)CC)C.[C:8]1([C:14]2[O:18][C:17](=S)[NH:16][CH:15]=2)[CH:13]=[CH:12][CH:11]=[CH:10][CH:9]=1.P(Cl)(Cl)([Cl:22])=O. (3) Given the product [CH:54]1([CH2:53][O:70][NH:69][C:11]([C:4]2[C:3]([NH:14][C:15]3[CH:20]=[CH:19][C:18]([Br:21])=[CH:17][C:16]=3[CH3:22])=[C:2]([F:1])[C:7]3[NH:8][CH:9]=[N:10][C:6]=3[CH:5]=2)=[O:13])[CH2:55][CH2:50]1, predict the reactants needed to synthesize it. The reactants are: [F:1][C:2]1[C:7]2[NH:8][CH:9]=[N:10][C:6]=2[CH:5]=[C:4]([C:11]([OH:13])=O)[C:3]=1[NH:14][C:15]1[CH:20]=[CH:19][C:18]([Br:21])=[CH:17][C:16]=1[CH3:22].CCN(C(C)C)C(C)C.C1CN([P+](ON2N=NC3C=[CH:53][CH:54]=[CH:55][C:50]2=3)(N2CCCC2)N2CCCC2)CC1.F[P-](F)(F)(F)(F)F.Cl.C1([N:69](C)[OH:70])CC1.